Task: Predict the reactants needed to synthesize the given product.. Dataset: Full USPTO retrosynthesis dataset with 1.9M reactions from patents (1976-2016) (1) Given the product [C:1]([O:5][C:6]([NH:8][C:9]([CH2:28][NH:33][CH2:30][CH2:31][CH3:32])([CH2:15][CH2:16][CH2:17][CH2:18][B:19]1[O:23][C:22]([CH3:25])([CH3:24])[C:21]([CH3:26])([CH3:27])[O:20]1)[C:10]([O:12][CH2:13][CH3:14])=[O:11])=[O:7])([CH3:2])([CH3:4])[CH3:3], predict the reactants needed to synthesize it. The reactants are: [C:1]([O:5][C:6]([NH:8][C:9]([CH:28]=O)([CH2:15][CH2:16][CH2:17][CH2:18][B:19]1[O:23][C:22]([CH3:25])([CH3:24])[C:21]([CH3:27])([CH3:26])[O:20]1)[C:10]([O:12][CH2:13][CH3:14])=[O:11])=[O:7])([CH3:4])([CH3:3])[CH3:2].[CH2:30]([NH2:33])[CH2:31][CH3:32].C(O[BH-](OC(=O)C)OC(=O)C)(=O)C.[Na+].C(=O)(O)[O-].[Na+]. (2) Given the product [Br:8][C:9]1[CH:15]=[C:14]([O:16][C:17]([F:20])([F:19])[F:18])[CH:13]=[CH:12][C:10]=1[Cl:21], predict the reactants needed to synthesize it. The reactants are: N(OC(C)(C)C)=O.[Br:8][C:9]1[CH:15]=[C:14]([O:16][C:17]([F:20])([F:19])[F:18])[CH:13]=[CH:12][C:10]=1N.[ClH:21]. (3) Given the product [N+:20]([C:19]1[C:14]([NH:13][C@H:10]2[CH2:11][CH2:12][C@H:7]([CH2:6][C:26]#[N:27])[CH2:8][CH2:9]2)=[C:15]2[S:25][CH:24]=[CH:23][C:16]2=[N:17][CH:18]=1)([O-:22])=[O:21], predict the reactants needed to synthesize it. The reactants are: CS(O[CH2:6][C@H:7]1[CH2:12][CH2:11][C@H:10]([NH:13][C:14]2[C:19]([N+:20]([O-:22])=[O:21])=[CH:18][N:17]=[C:16]3[CH:23]=[CH:24][S:25][C:15]=23)[CH2:9][CH2:8]1)(=O)=O.[C-:26]#[N:27].[Na+]. (4) Given the product [C:31]1([O:1][CH2:2][CH2:3][CH2:4][C:5]2[C:13]3[C:8](=[CH:9][C:10]([C:14]([F:16])([F:17])[F:15])=[CH:11][CH:12]=3)[NH:7][C:6]=2[C:18]([O:20][CH2:21][CH3:22])=[O:19])[C:32]2[C:27](=[CH:26][CH:25]=[CH:24][CH:23]=2)[CH:28]=[CH:29][CH:30]=1, predict the reactants needed to synthesize it. The reactants are: [OH:1][CH2:2][CH2:3][CH2:4][C:5]1[C:13]2[C:8](=[CH:9][C:10]([C:14]([F:17])([F:16])[F:15])=[CH:11][CH:12]=2)[NH:7][C:6]=1[C:18]([O:20][CH2:21][CH3:22])=[O:19].[C:23]1(O)[C:32]2[C:27](=[CH:28][CH:29]=[CH:30][CH:31]=2)[CH:26]=[CH:25][CH:24]=1. (5) Given the product [CH2:7]([O:14][C:15](=[O:21])[NH:16][CH2:17][CH2:18][C:19]1[C:30]([CH2:31][CH:32]2[O:36][CH2:35][CH2:34][O:33]2)=[C:29]([C:26]2[CH:27]=[CH:28][C:23]([F:22])=[CH:24][CH:25]=2)[N:5]([CH:2]([CH3:4])[CH3:3])[N:6]=1)[C:8]1[CH:13]=[CH:12][CH:11]=[CH:10][CH:9]=1, predict the reactants needed to synthesize it. The reactants are: Cl.[CH:2]([NH:5][NH2:6])([CH3:4])[CH3:3].[CH2:7]([O:14][C:15](=[O:21])[NH:16][CH2:17][CH2:18][CH:19]=O)[C:8]1[CH:13]=[CH:12][CH:11]=[CH:10][CH:9]=1.[F:22][C:23]1[CH:28]=[CH:27][C:26]([CH:29]=[C:30]([N+]([O-])=O)[CH2:31][CH:32]2[O:36][CH2:35][CH2:34][O:33]2)=[CH:25][CH:24]=1.